This data is from Catalyst prediction with 721,799 reactions and 888 catalyst types from USPTO. The task is: Predict which catalyst facilitates the given reaction. Reactant: [Cl:1][S:2]([N:5]=[C:6]=[O:7])(=[O:4])=[O:3].[C:8]([OH:12])([CH3:11])([CH3:10])[CH3:9]. Product: [Cl:1][S:2]([NH:5][C:6](=[O:7])[O:12][C:8]([CH3:11])([CH3:10])[CH3:9])(=[O:4])=[O:3]. The catalyst class is: 48.